This data is from Forward reaction prediction with 1.9M reactions from USPTO patents (1976-2016). The task is: Predict the product of the given reaction. (1) Given the reactants [CH3:1][C:2]1[CH:3]=[C:4]([OH:9])[C:5](=[CH:7][CH:8]=1)[OH:6].[C:10](=O)([O-])[O-].[Cs+].[Cs+].ClCCl, predict the reaction product. The product is: [CH3:1][C:2]1[CH:8]=[CH:7][C:5]2[O:6][CH2:10][O:9][C:4]=2[CH:3]=1. (2) Given the reactants [F:1][C:2]1[CH:3]=[CH:4][C:5]([O:26][CH3:27])=[C:6]([C:8]2[CH:13]=[CH:12][N:11]=[C:10]3[N:14]([S:17]([C:20]4[CH:25]=[CH:24][CH:23]=[CH:22][CH:21]=4)(=[O:19])=[O:18])[CH:15]=[CH:16][C:9]=23)[CH:7]=1.C([N-]C(C)C)(C)C.[Li+].[I:36]I, predict the reaction product. The product is: [F:1][C:2]1[CH:3]=[CH:4][C:5]([O:26][CH3:27])=[C:6]([C:8]2[CH:13]=[CH:12][N:11]=[C:10]3[N:14]([S:17]([C:20]4[CH:25]=[CH:24][CH:23]=[CH:22][CH:21]=4)(=[O:19])=[O:18])[C:15]([I:36])=[CH:16][C:9]=23)[CH:7]=1. (3) Given the reactants [NH2:1][C:2]1[C:10]2[C:9]([CH3:11])=[C:8]([CH3:12])[N:7]=[N:6][C:5]=2[S:4][C:3]=1[C:13]([NH:15][CH:16]1[CH2:19][N:18](C(OC(C)(C)C)=O)[CH2:17]1)=[O:14].FC(F)(F)C(O)=O, predict the reaction product. The product is: [NH2:1][C:2]1[C:10]2[C:9]([CH3:11])=[C:8]([CH3:12])[N:7]=[N:6][C:5]=2[S:4][C:3]=1[C:13]([NH:15][CH:16]1[CH2:19][NH:18][CH2:17]1)=[O:14].